This data is from Forward reaction prediction with 1.9M reactions from USPTO patents (1976-2016). The task is: Predict the product of the given reaction. (1) Given the reactants [NH2:1][C:2]1[CH:3]=[CH:4][CH:5]=[C:6]2[C:11]=1[N:10]=[CH:9][C:8]([C:12]([O:14][CH2:15][CH3:16])=[O:13])=[C:7]2[Cl:17].C([O:20][CH:21]=[C:22]([C:28]([CH3:30])=[O:29])[C:23](OCC)=O)C.C1(OC2C=CC=CC=2)C=CC=CC=1, predict the reaction product. The product is: [C:28]([CH:22]1[C:21](=[O:20])[C:3]2[C:2](=[C:11]3[C:6](=[CH:5][CH:4]=2)[C:7]([Cl:17])=[C:8]([C:12]([O:14][CH2:15][CH3:16])=[O:13])[CH:9]=[N:10]3)[N:1]=[CH:23]1)(=[O:29])[CH3:30]. (2) Given the reactants Br[C:2]1[CH:3]=[CH:4][CH:5]=[C:6]2[C:10]=1[N:9]([CH:11]([CH3:13])[CH3:12])[CH:8]=[C:7]2[CH:14]=[O:15].Br[C:17]1C=CC=[C:22]2[C:18]=1C(C=O)=CN2C(C)C, predict the reaction product. The product is: [CH:22]1([C:2]2[CH:3]=[CH:4][CH:5]=[C:6]3[C:10]=2[N:9]([CH:11]([CH3:13])[CH3:12])[CH:8]=[C:7]3[CH:14]=[O:15])[CH2:18][CH2:17]1. (3) Given the reactants [Br:1][C:2]1[CH:3]=[C:4]([C:9]2(C3C=CN=CC=3)[C:17]3[C:12](=[CH:13][CH:14]=[CH:15][CH:16]=3)[C:11]([NH2:18])=[N:10]2)[CH:5]=[CH:6][C:7]=1[F:8].[CH3:25][C:26]([S:29](N)=[O:30])([CH3:28])[CH3:27].CO.C(=O)(O)[O-].[Na+], predict the reaction product. The product is: [Br:1][C:2]1[CH:3]=[C:4]([C:9]([C:17]2[CH:16]=[CH:15][CH:14]=[CH:13][C:12]=2[C:11]#[N:18])=[N:10][S:29]([C:26]([CH3:28])([CH3:27])[CH3:25])=[O:30])[CH:5]=[CH:6][C:7]=1[F:8]. (4) Given the reactants [CH3:1][S:2][C:3]1[N:4]=[CH:5][C:6]2[CH2:12][NH:11][CH2:10][CH2:9][C:7]=2[N:8]=1.Br[C:14]1[CH:15]=[C:16]([CH:27]=[CH:28][N:29]=1)[C:17]([NH:19][C:20]1[CH:21]=[C:22]([CH3:26])[CH:23]=[CH:24][CH:25]=1)=[O:18], predict the reaction product. The product is: [CH3:26][C:22]1[CH:21]=[C:20]([NH:19][C:17](=[O:18])[C:16]2[CH:15]=[CH:14][N:29]=[C:28]([N:11]3[CH2:10][CH2:9][C:7]4[N:8]=[C:3]([S:2][CH3:1])[N:4]=[CH:5][C:6]=4[CH2:12]3)[CH:27]=2)[CH:25]=[CH:24][CH:23]=1. (5) The product is: [F:40][C:36]1[C:37]([F:39])=[CH:38][C:33]([C:30]2[CH:29]=[CH:28][C:27]([O:26][CH2:25][C:22]3[CH:23]=[CH:24][C:19]4[O:18][N:17]=[C:16]([NH2:8])[C:20]=4[CH:21]=3)=[CH:32][CH:31]=2)=[C:34]([O:41][CH3:42])[CH:35]=1. Given the reactants C([N:8]([C:16]1[C:20]2[CH:21]=[C:22]([CH2:25][O:26][C:27]3[CH:32]=[CH:31][C:30]([C:33]4[CH:38]=[C:37]([F:39])[C:36]([F:40])=[CH:35][C:34]=4[O:41][CH3:42])=[CH:29][CH:28]=3)[CH:23]=[CH:24][C:19]=2[O:18][N:17]=1)C(OC(C)(C)C)=O)(OC(C)(C)C)=O.C(O)(C(F)(F)F)=O, predict the reaction product. (6) Given the reactants [F:1][CH:2]([F:12])[O:3][C:4]1[CH:11]=[CH:10][C:7]([CH:8]=O)=[CH:6][CH:5]=1.[NH2:13][C:14]1[N:15]=[N:16][C:17]([CH3:20])=[CH:18][CH:19]=1.C([O:23][C:24](=O)[C:25]([OH:37])=[CH:26][C:27]([C:29]1[CH:34]=[CH:33][C:32]([O:35][CH3:36])=[CH:31][CH:30]=1)=[O:28])C, predict the reaction product. The product is: [F:1][CH:2]([F:12])[O:3][C:4]1[CH:11]=[CH:10][C:7]([CH:8]2[N:13]([C:14]3[N:15]=[N:16][C:17]([CH3:20])=[CH:18][CH:19]=3)[C:24](=[O:23])[C:25]([OH:37])=[C:26]2[C:27](=[O:28])[C:29]2[CH:30]=[CH:31][C:32]([O:35][CH3:36])=[CH:33][CH:34]=2)=[CH:6][CH:5]=1.